Dataset: Full USPTO retrosynthesis dataset with 1.9M reactions from patents (1976-2016). Task: Predict the reactants needed to synthesize the given product. (1) Given the product [F:20][C:17]([F:18])([F:19])[C:14]1[CH:15]=[CH:16][C:11]([C:9]2[S:10][C:6]([CH2:4][OH:3])=[C:7]([CH2:21][N:22]3[CH2:27][CH2:26][CH:25]([C:28]([F:30])([F:29])[F:31])[CH2:24][CH2:23]3)[N:8]=2)=[CH:12][CH:13]=1, predict the reactants needed to synthesize it. The reactants are: C([O:3][C:4]([C:6]1[S:10][C:9]([C:11]2[CH:16]=[CH:15][C:14]([C:17]([F:20])([F:19])[F:18])=[CH:13][CH:12]=2)=[N:8][C:7]=1[CH2:21][N:22]1[CH2:27][CH2:26][CH:25]([C:28]([F:31])([F:30])[F:29])[CH2:24][CH2:23]1)=O)C.[H-].[Al+3].[Li+].[H-].[H-].[H-].O. (2) Given the product [C:57]([C:59]1[S:63][C:62]([C:2]2[CH:7]=[CH:6][C:5]([C@H:8]3[C@@H:13]([NH:14][S:15]([CH:18]([CH3:20])[CH3:19])(=[O:17])=[O:16])[CH2:12][CH2:11][O:10][CH2:9]3)=[CH:4][CH:3]=2)=[CH:61][CH:60]=1)#[N:58], predict the reactants needed to synthesize it. The reactants are: I[C:2]1[CH:7]=[CH:6][C:5]([C@H:8]2[C@@H:13]([NH:14][S:15]([CH:18]([CH3:20])[CH3:19])(=[O:17])=[O:16])[CH2:12][CH2:11][O:10][CH2:9]2)=[CH:4][CH:3]=1.C1(P(C2CCCCC2)C2C=CC=CC=2C2C(C(C)C)=CC(C(C)C)=CC=2C(C)C)CCCCC1.[F-].[K+].[C:57]([C:59]1[S:63][C:62](B(O)O)=[CH:61][CH:60]=1)#[N:58].